From a dataset of hERG potassium channel inhibition data for cardiac toxicity prediction from Karim et al.. Regression/Classification. Given a drug SMILES string, predict its toxicity properties. Task type varies by dataset: regression for continuous values (e.g., LD50, hERG inhibition percentage) or binary classification for toxic/non-toxic outcomes (e.g., AMES mutagenicity, cardiotoxicity, hepatotoxicity). Dataset: herg_karim. (1) The drug is CN1CC2CC(N(Cc3ccc(F)c(OC4CCCC4)c3)C(=O)c3cn(C)cn3)CC2C1. The result is 1 (blocker). (2) The molecule is COCCC(=O)N1CCSC(c2nc(-c3ccc(C(=O)Nc4cc(C(F)(F)F)ccn4)cc3)c3c(N)nccn23)C1. The result is 1 (blocker). (3) The drug is O=C([C@@H]1C[C@H]1c1ccc(C(F)(F)F)cc1)N1CCN(S(=O)(=O)c2cc(-c3cc[nH]n3)cc(C(F)(F)F)c2)CC1. The result is 1 (blocker). (4) The molecule is COCCN1CCC[C@H]1Cn1nc(Cc2ccc(Cl)cc2)c2ncccc2c1=O. The result is 1 (blocker). (5) The compound is CN1C(=O)C=CC2(C)C3CCC4(C)C(O)C(Cc5cccc(F)c5)CC4C3CCC12. The result is 1 (blocker). (6) The compound is CCN(CC)CCCCNc1nnc(-c2ccc(NC(=O)c3ccccc3F)cc2)o1. The result is 0 (non-blocker). (7) The compound is O=C1COc2ccc(CNC34CCC(CC5(O)Cn6c(=O)ccc7nc(Cl)c(F)c5c76)(CC3)OC4)nc2N1. The result is 0 (non-blocker). (8) The molecule is CC1CCCN1CCc1ccc2nc(-c3ccsc3)ccc2c1. The result is 1 (blocker). (9) The molecule is O=C(NC[C@@H](O)CN1CCC(Oc2ccc(Cl)c(Cl)c2)CC1)c1cc(=O)[nH]c2ccccc12. The result is 0 (non-blocker).